This data is from Catalyst prediction with 721,799 reactions and 888 catalyst types from USPTO. The task is: Predict which catalyst facilitates the given reaction. (1) Reactant: [NH2:1][C:2]1([C:5]([NH:7][C@@H:8]2[CH2:14][CH2:13][C:12]3[CH:15]=[CH:16][CH:17]=[CH:18][C:11]=3[N:10]3[CH:19]=[CH:20][N:21]=[C:9]23)=[O:6])[CH2:4][CH2:3]1.[Cl:22][C:23]1[CH:31]=[CH:30][C:26]([C:27](O)=[O:28])=[CH:25][CH:24]=1.F[P-](F)(F)(F)(F)F.N1(OC(N(C)C)=[N+](C)C)C2N=CC=CC=2N=N1.C(N(C(C)C)CC)(C)C. Product: [Cl:22][C:23]1[CH:31]=[CH:30][C:26]([C:27]([NH:1][C:2]2([C:5](=[O:6])[NH:7][C@@H:8]3[CH2:14][CH2:13][C:12]4[CH:15]=[CH:16][CH:17]=[CH:18][C:11]=4[N:10]4[CH:19]=[CH:20][N:21]=[C:9]34)[CH2:3][CH2:4]2)=[O:28])=[CH:25][CH:24]=1. The catalyst class is: 42. (2) Reactant: [C:1]([C:3]1[S:4][C:5]2[CH:11]=[C:10]([NH:12][C:13](=[O:40])[CH2:14][CH2:15][C:16](=[O:39])[NH:17][CH2:18][CH2:19][CH2:20][O:21][CH2:22][CH2:23][O:24][CH2:25][CH2:26][O:27][CH2:28][CH2:29][CH2:30][NH:31]C(=O)OC(C)(C)C)[CH:9]=[CH:8][C:6]=2[N:7]=1)#[N:2].C([SiH](C(C)C)C(C)C)(C)C.[ClH:51].O1CCOCC1. Product: [ClH:51].[NH2:31][CH2:30][CH2:29][CH2:28][O:27][CH2:26][CH2:25][O:24][CH2:23][CH2:22][O:21][CH2:20][CH2:19][CH2:18][NH:17][C:16](=[O:39])[CH2:15][CH2:14][C:13]([NH:12][C:10]1[CH:9]=[CH:8][C:6]2[N:7]=[C:3]([C:1]#[N:2])[S:4][C:5]=2[CH:11]=1)=[O:40]. The catalyst class is: 2. (3) Reactant: CO[C:3](=[O:21])[C:4]1[CH:9]=[C:8]([C:10]2[N:11]([CH3:15])[N:12]=[N:13][CH:14]=2)[C:7]([C:16]([F:19])([F:18])[F:17])=[CH:6][C:5]=1[NH2:20].CC[N:24]([CH2:27]C)CC.[CH3:29][S:30]([NH:33]N)(=[O:32])=[O:31].[OH-:35].[Na+]. Product: [CH3:15][N:11]1[C:10]([C:8]2[CH:9]=[C:4]3[C:5](=[CH:6][C:7]=2[C:16]([F:19])([F:17])[F:18])[NH:20][C:27](=[O:35])[N:24]([NH:33][S:30]([CH3:29])(=[O:32])=[O:31])[C:3]3=[O:21])=[CH:14][N:13]=[N:12]1. The catalyst class is: 2. (4) Reactant: [CH2:1]([O:3][C:4]1[CH:12]=[CH:11][CH:10]=[C:9](CCCCCCCCCCCCCCC)[C:5]=1[C:6](Cl)=[O:7])[CH3:2].[NH2:28][C:29]1[CH:36]=[CH:35][C:32]([C:33]#[N:34])=[C:31]([C:37]([F:40])([F:39])[F:38])[CH:30]=1.C(N(CC)CC)C. Product: [C:33]([C:32]1[CH:35]=[CH:36][C:29]([NH:28][C:6](=[O:7])[C:5]2[CH:9]=[CH:10][CH:11]=[CH:12][C:4]=2[O:3][CH2:1][CH3:2])=[CH:30][C:31]=1[C:37]([F:38])([F:39])[F:40])#[N:34]. The catalyst class is: 4. (5) Reactant: [NH2:1][C:2]1[CH:3]=[CH:4][C:5]([C:18]2[C:19]([N:38]([CH3:43])[S:39]([CH3:42])(=[O:41])=[O:40])=[CH:20][C:21]3[O:25][C:24]([C:26]4[CH:31]=[CH:30][C:29]([F:32])=[CH:28][CH:27]=4)=[C:23]([C:33]([NH:35][CH3:36])=[O:34])[C:22]=3[CH:37]=2)=[N:6][C:7]=1[C:8]1[NH:9][C:10]2[C:15]([CH:16]=1)=[C:14]([F:17])[CH:13]=[CH:12][CH:11]=2.[CH3:44][O:45][CH:46]([O:52]C)[CH2:47][C:48](OC)=O.Cl.CCN(CC)CC. The catalyst class is: 12. Product: [F:17][C:14]1[C:15]2[CH:16]=[C:8]3[C:7]4[N:6]=[C:5]([C:18]5[C:19]([N:38]([CH3:43])[S:39]([CH3:42])(=[O:41])=[O:40])=[CH:20][C:21]6[O:25][C:24]([C:26]7[CH:27]=[CH:28][C:29]([F:32])=[CH:30][CH:31]=7)=[C:23]([C:33](=[O:34])[NH:35][CH3:36])[C:22]=6[CH:37]=5)[CH:4]=[CH:3][C:2]=4[NH:1][CH:48]([CH2:47][C:46]([O:45][CH3:44])=[O:52])[N:9]3[C:10]=2[CH:11]=[CH:12][CH:13]=1. (6) Reactant: [CH2:1]([CH:3]1[O:8][C:7]2[CH:9]=[CH:10][CH:11]=[CH:12][C:6]=2[NH:5][C:4]1=[O:13])[CH3:2].[H-].[Na+].Br[CH2:17][C:18]([O:20]CC)=[O:19]. Product: [CH2:1]([CH:3]1[O:8][C:7]2[CH:9]=[CH:10][CH:11]=[CH:12][C:6]=2[N:5]([CH2:17][C:18]([OH:20])=[O:19])[C:4]1=[O:13])[CH3:2]. The catalyst class is: 18. (7) Reactant: [Cl:1][C:2]1[N:7]=[C:6](Cl)[C:5]([N+:9]([O-:11])=[O:10])=[CH:4][N:3]=1.[NH:12]1[CH2:17][CH2:16][CH2:15][CH2:14][CH2:13]1. Product: [Cl:1][C:2]1[N:7]=[C:6]([N:12]2[CH2:17][CH2:16][CH2:15][CH2:14][CH2:13]2)[C:5]([N+:9]([O-:11])=[O:10])=[CH:4][N:3]=1. The catalyst class is: 14.